Dataset: Reaction yield outcomes from USPTO patents with 853,638 reactions. Task: Predict the reaction yield, written as a fraction of the theoretical maximum amount of product (1.0 means a 100% yield; for example, 0.34 means a 34% yield). (1) The reactants are [NH:1]([C:3]1[CH:11]=[CH:10][C:6]([C:7]([OH:9])=[O:8])=[CH:5][CH:4]=1)[NH2:2].C(=O)([O-])[O-].[Cs+].[Cs+].F[C:19]1[CH:26]=[CH:25][C:24]([I:27])=[CH:23][C:20]=1[CH:21]=O.C(O)(=O)CC(CC(O)=O)(C(O)=O)O. The catalyst is CN1CCCC1=O. The product is [I:27][C:24]1[CH:23]=[C:20]2[C:19](=[CH:26][CH:25]=1)[N:1]([C:3]1[CH:4]=[CH:5][C:6]([C:7]([OH:9])=[O:8])=[CH:10][CH:11]=1)[N:2]=[CH:21]2. The yield is 0.783. (2) The reactants are Cl.Cl.[CH3:3][O:4][C:5]1[CH:6]=[C:7]([NH2:12])[C:8]([NH2:11])=[CH:9][CH:10]=1.[C:13](OCC)(=[O:19])[C:14](OCC)=[O:15].CCN(CC)CC. No catalyst specified. The product is [CH3:3][O:4][C:5]1[CH:6]=[C:7]2[C:8](=[CH:9][CH:10]=1)[N:11]=[C:14]([OH:15])[C:13]([OH:19])=[N:12]2. The yield is 0.690. (3) The reactants are [S:1](Cl)([CH3:4])(=[O:3])=[O:2].[F:6][C:7]1[CH:12]=[CH:11][C:10]([F:13])=[CH:9][C:8]=1[C:14]1[N:18]=[C:17]([C:19]2[CH:20]=[N:21][N:22]([CH2:30][CH2:31][OH:32])[C:23]=2[C:24]2[CH:29]=[CH:28][CH:27]=[CH:26][CH:25]=2)[O:16][N:15]=1.C(N(CC)CC)C. The catalyst is C(Cl)Cl. The product is [CH3:4][S:1]([O:32][CH2:31][CH2:30][N:22]1[C:23]([C:24]2[CH:25]=[CH:26][CH:27]=[CH:28][CH:29]=2)=[C:19]([C:17]2[O:16][N:15]=[C:14]([C:8]3[CH:9]=[C:10]([F:13])[CH:11]=[CH:12][C:7]=3[F:6])[N:18]=2)[CH:20]=[N:21]1)(=[O:3])=[O:2]. The yield is 0.970. (4) The reactants are [CH3:1][C:2]1[N:7]=[C:6]2[N:8]=[C:9]([C:11]3[CH:16]=[CH:15][CH:14]=[C:13]([N+:17]([O-:19])=[O:18])[CH:12]=3)[O:10][C:5]2=[CH:4][CH:3]=1.C1C(=O)N([Br:27])C(=O)C1.C(OOC(=O)C1C=CC=CC=1)(=O)C1C=CC=CC=1.[Br-]. The catalyst is C(Cl)(Cl)(Cl)Cl. The product is [Br:27][CH2:1][C:2]1[N:7]=[C:6]2[N:8]=[C:9]([C:11]3[CH:16]=[CH:15][CH:14]=[C:13]([N+:17]([O-:19])=[O:18])[CH:12]=3)[O:10][C:5]2=[CH:4][CH:3]=1. The yield is 1.00. (5) The reactants are Br[CH2:2][CH2:3][CH2:4][CH2:5][CH2:6][CH2:7][O:8][Si:9]([C:12]([CH3:15])([CH3:14])[CH3:13])([CH3:11])[CH3:10].[CH:16]1([NH2:22])[CH2:21][CH2:20][CH2:19][CH2:18][CH2:17]1.C(=O)([O-])[O-].[K+].[K+]. The catalyst is C(#N)C. The product is [Si:9]([O:8][CH2:7][CH2:6][CH2:5][CH2:4][CH2:3][CH2:2][NH:22][CH:16]1[CH2:21][CH2:20][CH2:19][CH2:18][CH2:17]1)([C:12]([CH3:15])([CH3:14])[CH3:13])([CH3:11])[CH3:10]. The yield is 0.900.